Dataset: Forward reaction prediction with 1.9M reactions from USPTO patents (1976-2016). Task: Predict the product of the given reaction. (1) The product is: [CH2:6]([CH:2]1[S:17][C:12]2[CH:13]=[CH:14][CH:15]=[CH:16][C:11]=2[NH:10][C:3]1=[O:5])[CH2:7][CH2:8][CH3:9]. Given the reactants Br[CH:2]([CH2:6][CH2:7][CH2:8][CH3:9])[C:3]([OH:5])=O.[NH2:10][C:11]1[CH:16]=[CH:15][CH:14]=[CH:13][C:12]=1[SH:17].C([O-])([O-])=O.[K+].[K+].C(Cl)CCl.C1C=CC2N(O)N=NC=2C=1, predict the reaction product. (2) Given the reactants [F:1][C:2]([F:26])([F:25])[C:3]1[N:8]2[N:9]=[CH:10][C:11]([C:12]([OH:14])=O)=[C:7]2[N:6]=[C:5]([C:15]2[CH:20]=[CH:19][C:18]([C:21]([F:24])([F:23])[F:22])=[CH:17][CH:16]=2)[CH:4]=1.[CH3:27][N:28]([CH3:42])[CH2:29][CH2:30][NH:31][S:32]([C:35]1[S:39][C:38]([NH2:40])=[N:37][C:36]=1[CH3:41])(=[O:34])=[O:33], predict the reaction product. The product is: [CH3:27][N:28]([CH3:42])[CH2:29][CH2:30][NH:31][S:32]([C:35]1[S:39][C:38]([NH:40][C:12]([C:11]2[CH:10]=[N:9][N:8]3[C:3]([C:2]([F:26])([F:25])[F:1])=[CH:4][C:5]([C:15]4[CH:20]=[CH:19][C:18]([C:21]([F:22])([F:24])[F:23])=[CH:17][CH:16]=4)=[N:6][C:7]=23)=[O:14])=[N:37][C:36]=1[CH3:41])(=[O:34])=[O:33].